This data is from Full USPTO retrosynthesis dataset with 1.9M reactions from patents (1976-2016). The task is: Predict the reactants needed to synthesize the given product. (1) The reactants are: [Li]CCCC.Br[C:7]1[CH:8]=[C:9]2[C:14](=[CH:15][CH:16]=1)[O:13][C:12]([CH3:18])([CH3:17])[CH:11]=[CH:10]2.[CH3:19][O:20][C:21]1[CH:22]=[C:23]([CH:26]=[CH:27][C:28]=1[O:29][CH3:30])[CH:24]=[O:25].[Cl-].[NH4+]. Given the product [CH3:19][O:20][C:21]1[CH:22]=[C:23]([CH:24]([C:7]2[CH:8]=[C:9]3[C:14](=[CH:15][CH:16]=2)[O:13][C:12]([CH3:18])([CH3:17])[CH:11]=[CH:10]3)[OH:25])[CH:26]=[CH:27][C:28]=1[O:29][CH3:30], predict the reactants needed to synthesize it. (2) Given the product [C:1]([O:5][C:6](=[O:20])[NH:7][C@@H:8]1[C:14](=[O:15])[N:13]([CH3:21])[C:12]2[CH:16]=[CH:17][CH:18]=[CH:19][C:11]=2[NH:10][CH2:9]1)([CH3:4])([CH3:2])[CH3:3], predict the reactants needed to synthesize it. The reactants are: [C:1]([O:5][C:6](=[O:20])[NH:7][C@@H:8]1[C:14](=[O:15])[NH:13][C:12]2[CH:16]=[CH:17][CH:18]=[CH:19][C:11]=2[NH:10][CH2:9]1)([CH3:4])([CH3:3])[CH3:2].[CH3:21][Si]([N-][Si](C)(C)C)(C)C.[Li+].CI. (3) Given the product [CH2:1]([C@@H:5]1[N:10]([C:16](=[O:25])/[CH:17]=[CH:18]/[C:19]2[CH:24]=[CH:23][CH:22]=[CH:21][CH:20]=2)[CH2:9][C@H:8]([CH2:11][CH:12]([CH3:14])[CH3:13])[NH:7][C:6]1=[O:15])[CH:2]([CH3:4])[CH3:3], predict the reactants needed to synthesize it. The reactants are: [CH2:1]([C@@H:5]1[NH:10][CH2:9][C@H:8]([CH2:11][CH:12]([CH3:14])[CH3:13])[NH:7][C:6]1=[O:15])[CH:2]([CH3:4])[CH3:3].[C:16](O)(=[O:25])/[CH:17]=[CH:18]/[C:19]1[CH:24]=[CH:23][CH:22]=[CH:21][CH:20]=1.C(N(C(C)C)CC)(C)C.CN(C(ON1N=NC2C=CC=CC1=2)=[N+](C)C)C.[B-](F)(F)(F)F. (4) The reactants are: [NH:1]([C:39]([O:41][C:42]([CH3:45])([CH3:44])[CH3:43])=[O:40])[CH2:2][C:3]([NH:5][CH2:6][C:7]([NH:9][C@H:10]([C:18]([NH:20][CH2:21][C:22]([NH:24][CH2:25][CH2:26][CH2:27][CH2:28][C:29]([O:31]CC1C=CC=CC=1)=[O:30])=[O:23])=[O:19])[CH2:11][C:12]1[CH:17]=[CH:16][CH:15]=[CH:14][CH:13]=1)=[O:8])=[O:4].O. Given the product [NH:1]([C:39]([O:41][C:42]([CH3:45])([CH3:44])[CH3:43])=[O:40])[CH2:2][C:3]([NH:5][CH2:6][C:7]([NH:9][C@H:10]([C:18]([NH:20][CH2:21][C:22]([NH:24][CH2:25][CH2:26][CH2:27][CH2:28][C:29]([OH:31])=[O:30])=[O:23])=[O:19])[CH2:11][C:12]1[CH:17]=[CH:16][CH:15]=[CH:14][CH:13]=1)=[O:8])=[O:4], predict the reactants needed to synthesize it. (5) The reactants are: [Cl:1][C:2]1[N:7]=[C:6]2[C:8]([CH3:28])=[C:9]([CH:11]([NH:18][C:19]3[CH:27]=[CH:26][C:22]([C:23](O)=[O:24])=[CH:21][CH:20]=3)[CH:12]3[CH2:17][CH2:16][CH2:15][CH2:14][CH2:13]3)[O:10][C:5]2=[CH:4][CH:3]=1.Cl.[CH2:30]([O:32][C:33](=[O:37])[CH2:34][CH2:35][NH2:36])[CH3:31].O.ON1C2C=CC=CC=2N=N1.Cl.C(N=C=NCCCN(C)C)C.[Cl-].[NH4+]. Given the product [Cl:1][C:2]1[N:7]=[C:6]2[C:8]([CH3:28])=[C:9]([CH:11]([NH:18][C:19]3[CH:20]=[CH:21][C:22]([C:23]([NH:36][CH2:35][CH2:34][C:33]([O:32][CH2:30][CH3:31])=[O:37])=[O:24])=[CH:26][CH:27]=3)[CH:12]3[CH2:17][CH2:16][CH2:15][CH2:14][CH2:13]3)[O:10][C:5]2=[CH:4][CH:3]=1, predict the reactants needed to synthesize it.